From a dataset of NCI-60 drug combinations with 297,098 pairs across 59 cell lines. Regression. Given two drug SMILES strings and cell line genomic features, predict the synergy score measuring deviation from expected non-interaction effect. (1) Drug 1: CC12CCC3C(C1CCC2=O)CC(=C)C4=CC(=O)C=CC34C. Drug 2: CN1C2=C(C=C(C=C2)N(CCCl)CCCl)N=C1CCCC(=O)O.Cl. Cell line: NCIH23. Synergy scores: CSS=47.3, Synergy_ZIP=0.159, Synergy_Bliss=0.100, Synergy_Loewe=-4.22, Synergy_HSA=0.241. (2) Drug 1: CN(C)C1=NC(=NC(=N1)N(C)C)N(C)C. Drug 2: COCCOC1=C(C=C2C(=C1)C(=NC=N2)NC3=CC=CC(=C3)C#C)OCCOC.Cl. Cell line: A549. Synergy scores: CSS=5.79, Synergy_ZIP=-0.520, Synergy_Bliss=4.50, Synergy_Loewe=-5.58, Synergy_HSA=0.729. (3) Drug 2: CN(CCCl)CCCl.Cl. Synergy scores: CSS=41.2, Synergy_ZIP=-1.08, Synergy_Bliss=9.52, Synergy_Loewe=-20.8, Synergy_HSA=-1.18. Cell line: U251. Drug 1: CC1=C2C(C(=O)C3(C(CC4C(C3C(C(C2(C)C)(CC1OC(=O)C(C(C5=CC=CC=C5)NC(=O)C6=CC=CC=C6)O)O)OC(=O)C7=CC=CC=C7)(CO4)OC(=O)C)O)C)OC(=O)C. (4) Drug 1: C1CC(C1)(C(=O)O)C(=O)O.[NH2-].[NH2-].[Pt+2]. Drug 2: C1C(C(OC1N2C=NC3=C2NC=NCC3O)CO)O. Cell line: A498. Synergy scores: CSS=4.59, Synergy_ZIP=0.695, Synergy_Bliss=1.83, Synergy_Loewe=0.382, Synergy_HSA=-0.00939. (5) Drug 1: C1=CN(C(=O)N=C1N)C2C(C(C(O2)CO)O)O.Cl. Drug 2: CC1=C(C=C(C=C1)NC(=O)C2=CC=C(C=C2)CN3CCN(CC3)C)NC4=NC=CC(=N4)C5=CN=CC=C5. Cell line: HS 578T. Synergy scores: CSS=31.7, Synergy_ZIP=0.804, Synergy_Bliss=1.23, Synergy_Loewe=-6.98, Synergy_HSA=1.83. (6) Drug 1: C1=CC(=CC=C1CC(C(=O)O)N)N(CCCl)CCCl.Cl. Drug 2: CCC(=C(C1=CC=CC=C1)C2=CC=C(C=C2)OCCN(C)C)C3=CC=CC=C3.C(C(=O)O)C(CC(=O)O)(C(=O)O)O. Cell line: IGROV1. Synergy scores: CSS=16.8, Synergy_ZIP=-5.45, Synergy_Bliss=-1.25, Synergy_Loewe=-4.60, Synergy_HSA=-0.357. (7) Drug 1: C1CC(=O)NC(=O)C1N2CC3=C(C2=O)C=CC=C3N. Drug 2: C1=CN(C=N1)CC(O)(P(=O)(O)O)P(=O)(O)O. Cell line: CCRF-CEM. Synergy scores: CSS=-3.40, Synergy_ZIP=-6.29, Synergy_Bliss=-15.4, Synergy_Loewe=-15.3, Synergy_HSA=-14.9.